From a dataset of Forward reaction prediction with 1.9M reactions from USPTO patents (1976-2016). Predict the product of the given reaction. (1) Given the reactants Br[C:2]1[CH:7]=[CH:6][C:5]([O:8][CH3:9])=[CH:4][N:3]=1.[Li]CCCC.Cl[Si:16]([CH3:19])([CH3:18])[CH3:17], predict the reaction product. The product is: [CH3:9][O:8][C:5]1[CH:6]=[CH:7][C:2]([Si:16]([CH3:19])([CH3:18])[CH3:17])=[N:3][CH:4]=1. (2) The product is: [Cl:1][C:2]1[CH:10]=[C:6]([C:7]([N:24]2[CH2:25][CH2:26][CH2:27][CH:22]([CH2:19][CH2:20][CH3:21])[CH2:23]2)=[O:8])[CH:5]=[N:4][C:3]=1[Cl:11]. Given the reactants [Cl:1][C:2]1[C:3]([Cl:11])=[N:4][CH:5]=[C:6]([CH:10]=1)[C:7](Cl)=[O:8].C(N(CC)CC)C.[CH2:19]([CH:22]1[CH2:27][CH2:26][CH2:25][NH:24][CH2:23]1)[CH2:20][CH3:21].O, predict the reaction product. (3) Given the reactants [Si:1]([O:8][C@H:9]1[CH2:13][CH2:12][N:11]([CH2:14][C@H:15]([C:18]2[CH:19]=[C:20]([CH:26]=[CH:27][CH:28]=2)[C:21]([O:23]CC)=[O:22])[NH:16][CH3:17])[CH2:10]1)([C:4]([CH3:7])([CH3:6])[CH3:5])([CH3:3])[CH3:2].O[Li].O, predict the reaction product. The product is: [Si:1]([O:8][C@H:9]1[CH2:13][CH2:12][N:11]([CH2:14][C@H:15]([C:18]2[CH:19]=[C:20]([CH:26]=[CH:27][CH:28]=2)[C:21]([OH:23])=[O:22])[NH:16][CH3:17])[CH2:10]1)([C:4]([CH3:6])([CH3:7])[CH3:5])([CH3:3])[CH3:2]. (4) Given the reactants [CH2:1]([S:3]([C:6]1[CH:7]=[C:8]([C:12]2[N:20]3[C:15]([CH:16]=[N:17][C:18](O)=[N:19]3)=[CH:14][CH:13]=2)[CH:9]=[CH:10][CH:11]=1)(=[O:5])=[O:4])[CH3:2].[CH2:22]([S:24](C1C=C(C2N3C(C=NC(SC)=N3)=CC=2)C=CC=1)(=[O:26])=[O:25])C.OO.[O-]S([O-])(=S)=O.[Na+].[Na+], predict the reaction product. The product is: [CH2:1]([S:3]([C:6]1[CH:7]=[C:8]([C:12]2[N:20]3[C:15]([CH:16]=[N:17][C:18]([S:24]([CH3:22])(=[O:26])=[O:25])=[N:19]3)=[CH:14][CH:13]=2)[CH:9]=[CH:10][CH:11]=1)(=[O:5])=[O:4])[CH3:2].